This data is from Catalyst prediction with 721,799 reactions and 888 catalyst types from USPTO. The task is: Predict which catalyst facilitates the given reaction. (1) Reactant: [CH3:1][C:2]1([CH3:23])[C@@H:5]([C:6]([O:8]C(C)(C)C)=[O:7])[CH2:4][C@H:3]1[C:13]([O:15][CH2:16][C:17]1[CH:22]=[CH:21][CH:20]=[CH:19][CH:18]=1)=[O:14].Cl.O1CCOCC1. Product: [CH2:16]([O:15][C:13]([C@@H:3]1[CH2:4][C@H:5]([C:6]([OH:8])=[O:7])[C:2]1([CH3:23])[CH3:1])=[O:14])[C:17]1[CH:22]=[CH:21][CH:20]=[CH:19][CH:18]=1. The catalyst class is: 13. (2) Reactant: [Cl:1][C:2]1[CH:7]=[C:6]([CH2:8][O:9][CH3:10])[CH:5]=[CH:4][C:3]=1C=C.[C:13]1(C)C=CC=CC=1.[F-].[Na+].[F:22][C:23]([F:35])(S(F)(=O)=O)[C:24](O[Si](C)(C)C)=O. Product: [Cl:1][C:2]1[CH:7]=[C:6]([CH2:8][O:9][CH3:10])[CH:5]=[CH:4][C:3]=1[CH:24]1[CH2:13][C:23]1([F:35])[F:22]. The catalyst class is: 25. (3) Reactant: C(OC([N:8]1[CH2:13][CH2:12][CH:11]([O:14][C:15]2[CH:20]=[CH:19][CH:18]=[C:17]([NH2:21])[CH:16]=2)[CH2:10][CH2:9]1)=O)(C)(C)C.N1CCOCC1.[Cl:28][C:29]1[CH:37]=[CH:36][CH:35]=[C:34]([F:38])[C:30]=1[C:31](Cl)=[O:32].C(O)C(N)(CO)CO. Product: [ClH:28].[Cl:28][C:29]1[CH:37]=[CH:36][CH:35]=[C:34]([F:38])[C:30]=1[C:31]([NH:21][C:17]1[CH:18]=[CH:19][CH:20]=[C:15]([O:14][CH:11]2[CH2:10][CH2:9][NH:8][CH2:13][CH2:12]2)[CH:16]=1)=[O:32]. The catalyst class is: 71. (4) Reactant: [C:1]([O:4][CH2:5][C:6]([CH3:58])([CH3:57])[C@H:7]([NH:49][C:50]([O:52][C:53](C)(C)C)=[O:51])[C:8](=[O:48])[NH:9][C@@H:10]([CH2:41][C:42]1[CH:47]=[CH:46][CH:45]=[CH:44][CH:43]=1)[C@@H:11]([OH:40])[CH2:12][C@H:13]([CH2:27][C:28]1[CH:33]=[CH:32][C:31]([C:34]2[CH:39]=[CH:38][CH:37]=[CH:36][N:35]=2)=[CH:30][CH:29]=1)[NH:14][C:15](=[O:26])[C@H:16]([C:22]([CH3:25])([CH3:24])[CH3:23])[NH:17][C:18](=[O:21])[O:19][CH3:20])(=[O:3])[CH3:2].Cl.C(N(C(C)C)CC)(C)C.ClC(OC)=O. Product: [C:1]([O:4][CH2:5][C:6]([CH3:58])([CH3:57])[C@H:7]([NH:49][C:50]([O:52][CH3:53])=[O:51])[C:8](=[O:48])[NH:9][C@@H:10]([CH2:41][C:42]1[CH:47]=[CH:46][CH:45]=[CH:44][CH:43]=1)[C@@H:11]([OH:40])[CH2:12][C@H:13]([CH2:27][C:28]1[CH:29]=[CH:30][C:31]([C:34]2[CH:39]=[CH:38][CH:37]=[CH:36][N:35]=2)=[CH:32][CH:33]=1)[NH:14][C:15](=[O:26])[C@H:16]([C:22]([CH3:24])([CH3:23])[CH3:25])[NH:17][C:18](=[O:21])[O:19][CH3:20])(=[O:3])[CH3:2]. The catalyst class is: 38. (5) Reactant: [CH2:1]([N:3]([CH2:10][CH2:11][OH:12])[C:4]1[CH:9]=[CH:8][CH:7]=[CH:6][CH:5]=1)[CH3:2].[H-].[Na+].Br[CH2:16][C:17]1[CH:30]=[CH:29][C:20]([C:21]([C:23]2[CH:28]=[CH:27][CH:26]=[CH:25][CH:24]=2)=[O:22])=[CH:19][CH:18]=1. Product: [CH2:1]([N:3]([C:4]1[CH:5]=[CH:6][CH:7]=[CH:8][CH:9]=1)[CH2:10][CH2:11][O:12][CH2:16][C:17]1[CH:30]=[CH:29][C:20]([C:21]([C:23]2[CH:28]=[CH:27][CH:26]=[CH:25][CH:24]=2)=[O:22])=[CH:19][CH:18]=1)[CH3:2]. The catalyst class is: 1.